Task: Predict the product of the given reaction.. Dataset: Forward reaction prediction with 1.9M reactions from USPTO patents (1976-2016) (1) Given the reactants [SiH](CC)(CC)CC.[CH2:8]([O:10][C:11]([C:13]1[NH:14][C:15]2[C:20]([C:21]=1[C:22](=O)[CH3:23])=[CH:19][C:18]([Br:25])=[CH:17][CH:16]=2)=[O:12])[CH3:9].O, predict the reaction product. The product is: [CH2:8]([O:10][C:11]([C:13]1[NH:14][C:15]2[C:20]([C:21]=1[CH2:22][CH3:23])=[CH:19][C:18]([Br:25])=[CH:17][CH:16]=2)=[O:12])[CH3:9]. (2) The product is: [OH:28][C@@H:24]1[C@@H:25]([OH:27])[CH2:26][N:22]([C:21]2[CH:20]=[CH:19][C:4]([C:5]([NH:7][C:8]3[CH:13]=[CH:12][C:11]([O:14][C:15]([F:18])([F:17])[F:16])=[CH:10][CH:9]=3)=[O:6])=[CH:3][C:2]=2[C:37]2[NH:38][CH:39]=[CH:40][CH:41]=2)[CH2:23]1. Given the reactants Br[C:2]1[CH:3]=[C:4]([CH:19]=[CH:20][C:21]=1[N:22]1[CH2:26][C@H:25]([OH:27])[C@@H:24]([OH:28])[CH2:23]1)[C:5]([NH:7][C:8]1[CH:13]=[CH:12][C:11]([O:14][C:15]([F:18])([F:17])[F:16])=[CH:10][CH:9]=1)=[O:6].CC1(C)C(C)(C)OB([C:37]2[N:38](C(OC(C)(C)C)=O)[CH:39]=[CH:40][CH:41]=2)O1.C([O-])([O-])=O.[Na+].[Na+].COCCOC, predict the reaction product.